Dataset: Forward reaction prediction with 1.9M reactions from USPTO patents (1976-2016). Task: Predict the product of the given reaction. (1) Given the reactants [Cl:1][C:2]1[CH:7]=[CH:6][C:5]([C:8]2([C:18]3[CH:23]=[CH:22][C:21]([Cl:24])=[CH:20][CH:19]=3)[CH2:12][CH2:11][N:10]([CH2:13][C:14](O)=[O:15])[C:9]2=[O:17])=[CH:4][CH:3]=1.[N:25]1([C:31]([O:33][C:34]([CH3:37])([CH3:36])[CH3:35])=[O:32])[CH2:30][CH2:29][NH:28][CH2:27][CH2:26]1.Cl.CN(C)CCCN=C=NCC, predict the reaction product. The product is: [Cl:24][C:21]1[CH:22]=[CH:23][C:18]([C:8]2([C:5]3[CH:4]=[CH:3][C:2]([Cl:1])=[CH:7][CH:6]=3)[CH2:12][CH2:11][N:10]([CH2:13][C:14]([N:28]3[CH2:27][CH2:26][N:25]([C:31]([O:33][C:34]([CH3:37])([CH3:36])[CH3:35])=[O:32])[CH2:30][CH2:29]3)=[O:15])[C:9]2=[O:17])=[CH:19][CH:20]=1. (2) Given the reactants [CH2:1]([O:8][C:9]([NH:11]/[C:12](=[CH:17]\[C:18]1[CH:23]=[CH:22][CH:21]=[CH:20][CH:19]=1)/[C:13]([O:15][CH3:16])=[O:14])=[O:10])[C:2]1[CH:7]=[CH:6][CH:5]=[CH:4][CH:3]=1.[Cl:24][C:25]1[CH:30]=[CH:29][C:28]([SH:31])=[C:27]([NH2:32])[CH:26]=1, predict the reaction product. The product is: [NH2:32][C:27]1[CH:26]=[C:25]([Cl:24])[CH:30]=[CH:29][C:28]=1[S:31][CH:17]([C:18]1[CH:19]=[CH:20][CH:21]=[CH:22][CH:23]=1)[C@@H:12]([C:13]([O:15][CH3:16])=[O:14])[NH:11][C:9]([O:8][CH2:1][C:2]1[CH:3]=[CH:4][CH:5]=[CH:6][CH:7]=1)=[O:10]. (3) Given the reactants [CH3:1][O:2][C:3]([C:5]1[CH:6]=[C:7]([NH:11][C@@H:12]([CH2:23][C:24]2[CH:29]=[CH:28][CH:27]=[C:26]([CH3:30])[CH:25]=2)[C:13]([O:15]CC2C=CC=CC=2)=[O:14])[CH:8]=[CH:9][CH:10]=1)=[O:4], predict the reaction product. The product is: [CH3:1][O:2][C:3]([C:5]1[CH:6]=[C:7]([NH:11][C@@H:12]([CH2:23][C:24]2[CH:29]=[CH:28][CH:27]=[C:26]([CH3:30])[CH:25]=2)[C:13]([OH:15])=[O:14])[CH:8]=[CH:9][CH:10]=1)=[O:4]. (4) Given the reactants C[O:2][C:3](=[O:34])[CH2:4][C:5]1[C:9]2[CH:10]=[CH:11][C:12]([O:14][CH2:15][C:16]3[CH:21]=[CH:20][CH:19]=[CH:18][C:17]=3[O:22][CH2:23][C:24]3[CH:29]=[CH:28][C:27]([C:30]([F:33])([F:32])[F:31])=[CH:26][CH:25]=3)=[CH:13][C:8]=2[O:7][CH:6]=1.[OH-].[Li+], predict the reaction product. The product is: [F:33][C:30]([F:31])([F:32])[C:27]1[CH:26]=[CH:25][C:24]([CH2:23][O:22][C:17]2[CH:18]=[CH:19][CH:20]=[CH:21][C:16]=2[CH2:15][O:14][C:12]2[CH:11]=[CH:10][C:9]3[C:5]([CH2:4][C:3]([OH:34])=[O:2])=[CH:6][O:7][C:8]=3[CH:13]=2)=[CH:29][CH:28]=1. (5) Given the reactants [C:1]([O:5][C:6]([NH:8][CH2:9][CH2:10][CH:11]([O:16][Si:17]([C:20]([CH3:23])([CH3:22])[CH3:21])([CH3:19])[CH3:18])[C:12]([O:14][CH3:15])=[O:13])=[O:7])([CH3:4])([CH3:3])[CH3:2].[H-].[Na+].[CH3:26]I, predict the reaction product. The product is: [C:1]([O:5][C:6]([N:8]([CH3:26])[CH2:9][CH2:10][CH:11]([O:16][Si:17]([C:20]([CH3:23])([CH3:22])[CH3:21])([CH3:18])[CH3:19])[C:12]([O:14][CH3:15])=[O:13])=[O:7])([CH3:2])([CH3:4])[CH3:3]. (6) Given the reactants [CH3:1][C:2]1[C:3]([CH2:14][S:15][C:16]2[NH:17][C:18]3[CH:24]=[CH:23][CH:22]=[CH:21][C:19]=3[N:20]=2)=[N:4][CH:5]=[CH:6][C:7]=1[O:8][CH2:9][C:10]([F:13])([F:12])[F:11].[CH3:25][CH:26]([CH3:33])[C:27]([O:29][CH:30](Cl)[CH3:31])=[O:28].[I-].[Na+].C(=O)([O-])[O-].[K+].[K+], predict the reaction product. The product is: [CH3:25][CH:26]([CH3:33])[C:27]([O:29][CH:30]([N:20]1[C:19]2[CH:21]=[CH:22][CH:23]=[CH:24][C:18]=2[N:17]=[C:16]1[S:15][CH2:14][C:3]1[C:2]([CH3:1])=[C:7]([O:8][CH2:9][C:10]([F:12])([F:11])[F:13])[CH:6]=[CH:5][N:4]=1)[CH3:31])=[O:28].